This data is from Forward reaction prediction with 1.9M reactions from USPTO patents (1976-2016). The task is: Predict the product of the given reaction. (1) Given the reactants CC(O[C:5](/[N:7]=[N:8]/C(OC(C)C)=O)=O)C.[F:15][C:16]([F:40])([F:39])[C:17]1[N:21]2[N:22]=[C:23]([N:26]3[CH2:31][CH2:30][CH:29]([C:32]4[CH:37]=[CH:36][C:35]([OH:38])=[CH:34][CH:33]=4)[CH2:28][CH2:27]3)[CH:24]=[CH:25][C:20]2=[N:19][N:18]=1.[C:41]1(P([C:43]2[CH:44]=[CH:45]C=[CH:41][CH:42]=2)[C:43]2[CH:44]=[CH:45]C=[CH:41][CH:42]=2)C=[CH:45][CH:44]=[CH:43][CH:42]=1, predict the reaction product. The product is: [CH3:5][N:7]1[C:43]([CH2:42][CH2:41][O:38][C:35]2[CH:36]=[CH:37][C:32]([CH:29]3[CH2:30][CH2:31][N:26]([C:23]4[CH:24]=[CH:25][C:20]5[N:21]([C:17]([C:16]([F:15])([F:39])[F:40])=[N:18][N:19]=5)[N:22]=4)[CH2:27][CH2:28]3)=[CH:33][CH:34]=2)=[CH:44][CH:45]=[N:8]1. (2) Given the reactants [F:1][C:2]([F:22])([F:21])[C:3]1[CH:4]=[C:5]([C:9]2[N:14]=[C:13]3[C:15](=[N:19]O)[CH2:16][CH2:17][O:18][C:12]3=[CH:11][CH:10]=2)[CH:6]=[CH:7][CH:8]=1, predict the reaction product. The product is: [F:22][C:2]([F:1])([F:21])[C:3]1[CH:4]=[C:5]([C:9]2[N:14]=[C:13]3[CH:15]([NH2:19])[CH2:16][CH2:17][O:18][C:12]3=[CH:11][CH:10]=2)[CH:6]=[CH:7][CH:8]=1. (3) Given the reactants C[Si](C)(C)CCOC[O:7][CH2:8][C:9]1[N:10]=[C:11]([C:14]2[N:19]=[C:18](C(O)(C)C)[CH:17]=[CH:16][CH:15]=2)[S:12][CH:13]=1.C(C1C=[C:31]([CH:36]=CN=1)[C:32](OC)=O)(=O)N.C(C1N=C(C(OC)=O)C=CC=1)(=[O:41])N, predict the reaction product. The product is: [OH:7][CH2:8][C:9]1[N:10]=[C:11]([C:14]2[CH:15]=[C:16]([C:31]([OH:41])([CH3:32])[CH3:36])[CH:17]=[CH:18][N:19]=2)[S:12][CH:13]=1. (4) Given the reactants O.Cl.[NH:3]1[CH2:8][CH2:7][C:6](=[O:9])[CH2:5][CH2:4]1.C(N(CC)CC)C.[F:17][C:18]([F:29])([F:28])[C:19]1[CH:27]=[CH:26][C:22]([C:23](Cl)=[O:24])=[CH:21][CH:20]=1.C(=O)([O-])O.[Na+], predict the reaction product. The product is: [F:17][C:18]([F:28])([F:29])[C:19]1[CH:27]=[CH:26][C:22]([C:23]([N:3]2[CH2:8][CH2:7][C:6](=[O:9])[CH2:5][CH2:4]2)=[O:24])=[CH:21][CH:20]=1. (5) Given the reactants [CH3:1][O:2][C:3]1[CH:4]=[C:5]2[C:10](=[CH:11][C:12]=1[O:13][CH3:14])[N:9]=[CH:8][N:7]=[C:6]2[O:15][C:16]1[CH:22]=[CH:21][C:19]([NH2:20])=[CH:18][CH:17]=1.ClC(Cl)(O[C:27](=[O:33])[O:28][C:29](Cl)(Cl)Cl)Cl.[CH3:35][O:36][C:37]1C=[CH:41][CH:40]=[CH:39][C:38]=1O.C(=O)(O)[O-].[Na+], predict the reaction product. The product is: [CH3:1][O:2][C:3]1[CH:4]=[C:5]2[C:10](=[CH:11][C:12]=1[O:13][CH3:14])[N:9]=[CH:8][N:7]=[C:6]2[O:15][C:16]1[CH:22]=[CH:21][C:19]([NH:20][C:27](=[O:33])[O:28][C:29]2[CH:41]=[CH:40][CH:39]=[CH:38][C:37]=2[O:36][CH3:35])=[CH:18][CH:17]=1. (6) Given the reactants [F:1][C:2]([F:25])([F:24])[C:3]1[N:8]2[N:9]=[CH:10][C:11]([C:12]#[N:13])=[C:7]2[N:6]=[C:5]([C:14]2[CH:19]=[CH:18][C:17]([C:20]([F:23])([F:22])[F:21])=[CH:16][CH:15]=2)[CH:4]=1.Cl.[NH2:27][OH:28].C(=O)([O-])[O-].[K+].[K+], predict the reaction product. The product is: [OH:28][NH:27][C:12]([C:11]1[CH:10]=[N:9][N:8]2[C:3]([C:2]([F:25])([F:24])[F:1])=[CH:4][C:5]([C:14]3[CH:19]=[CH:18][C:17]([C:20]([F:23])([F:21])[F:22])=[CH:16][CH:15]=3)=[N:6][C:7]=12)=[NH:13]. (7) Given the reactants N(C1N=NC(C2C=CC=CC=2)=CN=1)N.[NH:15]([C:17]1[N:18]=[N:19][C:20]([C:23]2[CH:28]=[CH:27][C:26]([O:29][CH2:30][C:31]3[CH:36]=[CH:35][CH:34]=[CH:33][CH:32]=3)=[CH:25][CH:24]=2)=[CH:21][N:22]=1)[NH2:16].N1C2C(=CC(CC(O)=O)=CC=2)C=CC=1.[NH:51]1[C:59]2[C:54](=[CH:55][CH:56]=[CH:57][CH:58]=2)[C:53]([CH2:60][C:61](O)=[O:62])=[CH:52]1, predict the reaction product. The product is: [CH2:30]([O:29][C:26]1[CH:25]=[CH:24][C:23]([C:20]2[N:19]=[N:18][C:17]([NH:15][NH:16][C:61](=[O:62])[CH2:60][C:53]3[C:54]4[C:59](=[CH:58][CH:57]=[CH:56][CH:55]=4)[NH:51][CH:52]=3)=[N:22][CH:21]=2)=[CH:28][CH:27]=1)[C:31]1[CH:32]=[CH:33][CH:34]=[CH:35][CH:36]=1.